This data is from CYP3A4 inhibition data for predicting drug metabolism from PubChem BioAssay. The task is: Regression/Classification. Given a drug SMILES string, predict its absorption, distribution, metabolism, or excretion properties. Task type varies by dataset: regression for continuous measurements (e.g., permeability, clearance, half-life) or binary classification for categorical outcomes (e.g., BBB penetration, CYP inhibition). Dataset: cyp3a4_veith. (1) The compound is Cn1cc(C(=O)c2ccc(Cl)cc2)cc1-c1nc2ccccc2n1C. The result is 0 (non-inhibitor). (2) The drug is C=C[C@@H]1CN2CC[C@H]1C[C@H]2[C@H](O)c1ccnc2ccccc12. The result is 0 (non-inhibitor). (3) The molecule is C/C(CCN1CCCCc2nc(C)c(C)cc21)=N\OC[C@@H](O)[C@@H]1O[C@@H]2OC(C)(C)O[C@@H]2[C@H]1O. The result is 0 (non-inhibitor). (4) The molecule is O=C(COc1cccc2ccccc12)NNC(=O)c1cccs1. The result is 1 (inhibitor). (5) The compound is Cc1ccc(-n2c(C)nnc2SCC(=O)N2CCc3ccccc3C2)cc1C. The result is 1 (inhibitor). (6) The compound is Cc1oc(C(C)(C)C)cc1C(=O)Nc1cccc(/C=C/C(=O)O)c1. The result is 0 (non-inhibitor).